This data is from Reaction yield outcomes from USPTO patents with 853,638 reactions. The task is: Predict the reaction yield, written as a fraction of the theoretical maximum amount of product (1.0 means a 100% yield; for example, 0.34 means a 34% yield). (1) The reactants are [CH2:1]([O:8][C:9]1[CH:14]=[CH:13][N:12]2[N:15]=[C:16]([CH3:21])[C:17]([C:18](=[S:20])[NH2:19])=[C:11]2[CH:10]=1)[C:2]1[CH:7]=[CH:6][CH:5]=[CH:4][CH:3]=1.Cl[CH:23]([C:29]([C:31]1[CH:36]=[CH:35][CH:34]=[CH:33][C:32]=1[F:37])=O)[C:24]([O:26][CH2:27][CH3:28])=[O:25]. The catalyst is CC(O)C. The product is [CH2:1]([O:8][C:9]1[CH:14]=[CH:13][N:12]2[N:15]=[C:16]([CH3:21])[C:17]([C:18]3[S:20][C:23]([C:24]([O:26][CH2:27][CH3:28])=[O:25])=[C:29]([C:31]4[CH:36]=[CH:35][CH:34]=[CH:33][C:32]=4[F:37])[N:19]=3)=[C:11]2[CH:10]=1)[C:2]1[CH:3]=[CH:4][CH:5]=[CH:6][CH:7]=1. The yield is 0.750. (2) The reactants are [Cl:1][CH2:2][CH2:3][C:4](Cl)=[O:5].[Al+3].[Cl-].[Cl-].[Cl-].[S:11]1[CH:15]=[CH:14][CH:13]=[CH:12]1. The catalyst is ClCCl. The product is [Cl:1][CH2:2][CH2:3][C:4]([C:12]1[S:11][CH:15]=[CH:14][CH:13]=1)=[O:5]. The yield is 0.990. (3) The reactants are [NH2:1][C:2]1[C:3](=[O:20])[N:4]([CH2:11][C:12]2[CH:17]=[CH:16][C:15]([O:18][CH3:19])=[CH:14][CH:13]=2)[C:5](=[O:10])[N:6]([CH3:9])[C:7]=1[NH2:8].[F:21][C:22]1[CH:27]=[CH:26][C:25]([O:28][C:29]([F:32])([F:31])[F:30])=[CH:24][C:23]=1[CH2:33][C:34](O)=O.CCN=C=NCCCN(C)C. The catalyst is C(O)C. The product is [F:21][C:22]1[CH:27]=[CH:26][C:25]([O:28][C:29]([F:30])([F:31])[F:32])=[CH:24][C:23]=1[CH2:33][C:34]1[NH:1][C:2]2[C:3](=[O:20])[N:4]([CH2:11][C:12]3[CH:17]=[CH:16][C:15]([O:18][CH3:19])=[CH:14][CH:13]=3)[C:5](=[O:10])[N:6]([CH3:9])[C:7]=2[N:8]=1. The yield is 0.484. (4) The reactants are [C:1]([C:5]1[CH:13]=[CH:12][C:11]([N+:14]([O-])=O)=[CH:10][C:6]=1[C:7]([O-:9])=[O:8])([CH3:4])([CH3:3])[CH3:2].[CH:17]([O-])=O.[K+]. The catalyst is CCO.O.[Pd]. The product is [C:1]([C:5]1[CH:13]=[CH:12][C:11]([NH2:14])=[CH:10][C:6]=1[C:7]([O:9][CH3:17])=[O:8])([CH3:4])([CH3:3])[CH3:2]. The yield is 0.950. (5) No catalyst specified. The reactants are [CH3:1][N:2]([CH3:32])[C:3]([C:5]1[N:26]([CH:27]2[CH2:31][CH2:30][CH2:29][CH2:28]2)[C:8]2[N:9]=[C:10]([NH:13][C:14]3[N:15]=[N:16][C:17]([N:20]4[CH2:25][CH2:24][NH:23][CH2:22][CH2:21]4)=[CH:18][CH:19]=3)[N:11]=[CH:12][C:7]=2[CH:6]=1)=[O:4].Br[CH2:34][CH2:35][OH:36]. The product is [CH3:1][N:2]([CH3:32])[C:3]([C:5]1[N:26]([CH:27]2[CH2:31][CH2:30][CH2:29][CH2:28]2)[C:8]2[N:9]=[C:10]([NH:13][C:14]3[N:15]=[N:16][C:17]([N:20]4[CH2:21][CH2:22][N:23]([CH2:34][CH2:35][OH:36])[CH2:24][CH2:25]4)=[CH:18][CH:19]=3)[N:11]=[CH:12][C:7]=2[CH:6]=1)=[O:4]. The yield is 0.130. (6) The reactants are I[C:2]1[C:10]2[C:5](=[N:6][CH:7]=[CH:8][CH:9]=2)[N:4]([Si:11]([CH:18]([CH3:20])[CH3:19])([CH:15]([CH3:17])[CH3:16])[CH:12]([CH3:14])[CH3:13])[CH:3]=1.C([Mg]Cl)(C)C.C(OC(=O)[N:32]([C:44]1[CH:49]=[CH:48][C:47]([C:50](=[O:52])[CH3:51])=[CH:46][N:45]=1)[CH2:33][C:34]1[CH:39]=[CH:38][C:37]([C:40]([F:43])([F:42])[F:41])=[CH:36][CH:35]=1)(C)(C)C. The catalyst is O1CCCC1. The product is [F:43][C:40]([F:41])([F:42])[C:37]1[CH:38]=[CH:39][C:34]([CH2:33][NH:32][C:44]2[N:45]=[CH:46][C:47]([C:50]([C:2]3[C:10]4[C:5](=[N:6][CH:7]=[CH:8][CH:9]=4)[N:4]([Si:11]([CH:18]([CH3:20])[CH3:19])([CH:15]([CH3:17])[CH3:16])[CH:12]([CH3:14])[CH3:13])[CH:3]=3)([OH:52])[CH3:51])=[CH:48][CH:49]=2)=[CH:35][CH:36]=1. The yield is 0.290. (7) The reactants are [C:1]([O:5][C:6]([NH:8][CH2:9][CH2:10][CH2:11][NH:12][C:13]([C:15]1[CH:16]=[C:17]([C:21]([OH:32])([C:26]2[CH:31]=[CH:30][CH:29]=[CH:28][CH:27]=2)[C:22]([O:24]C)=[O:23])[CH:18]=[CH:19][CH:20]=1)=[O:14])=[O:7])([CH3:4])([CH3:3])[CH3:2].[Li+].[OH-]. The catalyst is CC(O)(C)C.O. The product is [C:1]([O:5][C:6]([NH:8][CH2:9][CH2:10][CH2:11][NH:12][C:13]([C:15]1[CH:16]=[C:17]([C:21]([OH:32])([C:26]2[CH:31]=[CH:30][CH:29]=[CH:28][CH:27]=2)[C:22]([OH:24])=[O:23])[CH:18]=[CH:19][CH:20]=1)=[O:14])=[O:7])([CH3:4])([CH3:2])[CH3:3]. The yield is 0.820. (8) The reactants are [Br:1][C:2]1[CH:11]=[C:10]2[C:5]([C:6](=[O:19])[C:7](I)=[C:8]([C:12]3[CH:17]=[CH:16][CH:15]=[CH:14][CH:13]=3)[O:9]2)=[CH:4][CH:3]=1.[C:20]([O:24][C:25](=[O:46])[NH:26][C:27]1([C:31]2[CH:36]=[CH:35][C:34](B3OC(C)(C)C(C)(C)O3)=[CH:33][CH:32]=2)[CH2:30][CH2:29][CH2:28]1)([CH3:23])([CH3:22])[CH3:21].C(=O)([O-])[O-].[Na+].[Na+].O. The catalyst is COCCOC. The product is [C:20]([O:24][C:25](=[O:46])[NH:26][C:27]1([C:31]2[CH:32]=[CH:33][C:34]([C:7]3[C:6](=[O:19])[C:5]4[C:10](=[CH:11][C:2]([Br:1])=[CH:3][CH:4]=4)[O:9][C:8]=3[C:12]3[CH:17]=[CH:16][CH:15]=[CH:14][CH:13]=3)=[CH:35][CH:36]=2)[CH2:28][CH2:29][CH2:30]1)([CH3:23])([CH3:21])[CH3:22]. The yield is 0.490. (9) The reactants are [OH:1][C:2]1[C:10]([OH:11])=[CH:9][CH:8]=[CH:7][C:3]=1[C:4]([OH:6])=O.CCN=C=NCCCN(C)C.[NH2:23][CH2:24][CH2:25][O:26][CH2:27][CH2:28][O:29][CH2:30][CH2:31][NH:32][C:33](=[O:59])[CH2:34][C@@H:35]1[N:41]=[C:40]([C:42]2[CH:47]=[CH:46][C:45]([Cl:48])=[CH:44][CH:43]=2)[C:39]2[CH:49]=[C:50]([O:53][CH3:54])[CH:51]=[CH:52][C:38]=2[N:37]2[C:55]([CH3:58])=[N:56][N:57]=[C:36]12. The catalyst is C(Cl)Cl.CN(C=O)C.CN(C1C=CN=CC=1)C. The product is [Cl:48][C:45]1[CH:44]=[CH:43][C:42]([C:40]2[C:39]3[CH:49]=[C:50]([O:53][CH3:54])[CH:51]=[CH:52][C:38]=3[N:37]3[C:55]([CH3:58])=[N:56][N:57]=[C:36]3[C@H:35]([CH2:34][C:33]([NH:32][CH2:31][CH2:30][O:29][CH2:28][CH2:27][O:26][CH2:25][CH2:24][NH:23][C:4](=[O:6])[C:3]3[CH:7]=[CH:8][CH:9]=[C:10]([OH:11])[C:2]=3[OH:1])=[O:59])[N:41]=2)=[CH:47][CH:46]=1. The yield is 0.0740.